Task: Binary Classification. Given a miRNA mature sequence and a target amino acid sequence, predict their likelihood of interaction.. Dataset: Experimentally validated miRNA-target interactions with 360,000+ pairs, plus equal number of negative samples (1) The miRNA is hsa-miR-887-5p with sequence CUUGGGAGCCCUGUUAGACUC. The protein sequence of the target gene is MNAPPAFESFLLFEGEKITINKDTKVPKACLFTINKEDHTLGNIIKSQLLKDPQVLFAGYKVPHPLEHKIIIRVQTTPDYSPQEAFTNAITDLISELSLLEERFRTCLLPLRLLP. Result: 1 (interaction). (2) The miRNA is hsa-miR-17-5p with sequence CAAAGUGCUUACAGUGCAGGUAG. The protein sequence of the target gene is MKVVNLKQAILQAWKERWSDYQWAINMKKFFPKGATWDILNLADALLEQAMIGPSPNPLILSYLKYAISSQMVSYSSVLTAISKFDDFSRDLCVQALLDIMDMFCDRLSCHGKAEECIGLCRALLSALHWLLRCTAASAERLREGLEAGTPAAGEKQLAMCLQRLEKTLSSTKNRALLHIAKLEEASSWTAIEHSLLKLGEILANLSNPQLRSQAEQCGTLIRSIPTMLSVHAEQMHKTGFPTVHAVILLEGTMNLTGETQSLVEQLTMVKRMQHIPTPLFVLEIWKACFVGLIESPEGT.... Result: 0 (no interaction). (3) The miRNA is rno-let-7g-5p with sequence UGAGGUAGUAGUUUGUACAGUU. The protein sequence of the target gene is MGASSPRSPEPVGPPAPGLPFCCGGSLLAVVVLLALPVAWGQCNAPEWLPFARPTNLTDEFEFPIGTYLNYECRPGYSGRPFSIICLKNSVWTGAKDRCRRKSCRNPPDPVNGMVHVIKGIQFGSQIKYSCTKGYRLIGSSSATCIISGDTVIWDNETPICDRIPCGLPPTITNGDFISTNRENFHYGSVVTYRCNPGSGGRKVFELVGEPSIYCTSNDDQVGIWSGPAPQCIIPNKCTPPNVENGILVSDNRSLFSLNEVVEFRCQPGFVMKGPRRVKCQALNKWEPELPSCSRVCQPP.... Result: 0 (no interaction). (4) The miRNA is hsa-miR-1307-3p with sequence ACUCGGCGUGGCGUCGGUCGUG. The protein sequence of the target gene is MASSSGSSPRPAPDENEFPFGCPPTVCQDPKEPRALCCAGCLSENPRNGEDQICPKCRGEDLQSISPGSRLRTQEKAHPEVAEAGIGCPFAGVGCSFKGSPQSVQEHEVTSQTSHLNLLLGFMKQWKARLGCGLESGPMALEQNLSDLQLQAAVEVAGDLEVDCYRAPCSESQEELALQHFMKEKLLAELEGKLRVFENIVAVLNKEVEASHLALATSIHQSQLDRERILSLEQRVVELQQTLAQKDQALGKLEQSLRLMEEASFDGTFLWKITNVTRRCHESACGRTVSLFSPAFYTAK.... Result: 0 (no interaction). (5) The miRNA is mmu-miR-3470a with sequence UCACUUUGUAGACCAGGCUGG. The protein sequence of the target gene is MEAEDLSKAEDRNEDPGSKNEGQLAAVQPDVPHGGQSSSPTALWDMLERKFLEYQQLTHKSPIERQKSLLSLLPLFLKAWEHSVGIICFPSLQRLAEDVSDQLAQQLQKALVGKPAEQARLAAGQLLWWKGDVDQDGYLLLKSVYVLTGTDSETLGRVAESGLPALLLQCLYLFFVFPLDKDELLESDLQVQKMFVQMLLNICSDSQGLEGLLSGSELQSLLIATTCLREHSCCFWKEPTFCVLRAISKAQNLSIIQYLQATDCVRLSLQNLSRLTDTLPAPEVSEAVSLILGFVKDSYP.... Result: 0 (no interaction). (6) The miRNA is hsa-miR-4639-5p with sequence UUGCUAAGUAGGCUGAGAUUGA. The protein sequence of the target gene is MTTSLQDGQSAASRAAARDSPLAAQVCGAAQGRGDAHDLAPAPWLHARALLPLPDGTRGCAADRRKKKDLDVPEMPSIPNPFPELCCSPFTSVLSADLFPKANSRKKQVIKVYSEDETSRALDVPSDITARDVCQLLILKNHYIDDHSWTLFEHLPHIGVERTIEDHELVIEVLSNWGIEEENKLYFRKNYAKYEFFKNPMYFFPEHMVSFATETNGEISPTQILQMFLSSSTYPEIHGFLHAKEQGKKSWKKIYFFLRRSGLYFSTKGTSKEPRHLQFFSEFGNSDIYVSLAGKKKHGA.... Result: 0 (no interaction). (7) The miRNA is mmu-miR-1264-3p with sequence CAAAUCUUAUUUGAGCACCUGU. The protein sequence of the target gene is MASSTPSPATSSNAGADPNTTNLRPTTYDTWCGVAHGCTRKLGLKICGFLQRTNSLEEKSRLVSAFRERQASKNLLSCENSDPGARFRRTETDFSNLFAQDLLPAKNGEEQTVQFLLEVVDILLNYVRKTFDRSTKVLDFHHPHQLLEGMEGFNLELSDHPESLEQILVDCRDTLKYGVRTGHPRFFNQLSTGLDIIGLAGEWLTSTANTNMFTYEIAPVFVLMEQITLKKMREIIGWSNKDGDGIFSPGGAISNMYSIMAARYKYFPEVKTKGMAAVPKLVLFTSEHSHYSIKKAGAAL.... Result: 0 (no interaction). (8) The miRNA is hsa-miR-21-5p with sequence UAGCUUAUCAGACUGAUGUUGA. Result: 0 (no interaction). The protein sequence of the target gene is MAVTALAARTWLGVWGVRTMQARGFGSDQSENVDRGAGSIREAGGAFGKREQAEEERYFRAQSREQLAALKKHHEEEIVHHKKEIERLQKEIERHKQKIKMLKHDD. (9) The miRNA is hsa-miR-514b-5p with sequence UUCUCAAGAGGGAGGCAAUCAU. The protein sequence of the target gene is MRNIFKRNQEPNVAPATTTATMPLAPVAPADNSTESTGPGESQEDMFAKLKEKFFNEINKIPLPPWALIAMAVVAGLLLLTCCFCICKKCCCKKKKNKKEKGKGMKNAMNMKDMKGGQDDDDAETGLTEGEGEGEEEKEPENLGKLQFSLDYDFQANQLTVGVLQAAELPALDMGGTSDPYVKVFLLPDKKKKYETKVHRKTLNPAFNETFTFKVPYQELAGKTLVMAIYDFDRFSKHDIIGEVKVPMNTVDLGQPIEEWRDLQGGEKEEPEKLGDICTSLRYVPTAGKLTVCILEAKNL.... Result: 0 (no interaction).